Dataset: NCI-60 drug combinations with 297,098 pairs across 59 cell lines. Task: Regression. Given two drug SMILES strings and cell line genomic features, predict the synergy score measuring deviation from expected non-interaction effect. (1) Drug 1: C1=CC(=C2C(=C1NCCNCCO)C(=O)C3=C(C=CC(=C3C2=O)O)O)NCCNCCO. Drug 2: CN(CC1=CN=C2C(=N1)C(=NC(=N2)N)N)C3=CC=C(C=C3)C(=O)NC(CCC(=O)O)C(=O)O. Synergy scores: CSS=65.4, Synergy_ZIP=-2.80, Synergy_Bliss=-2.70, Synergy_Loewe=-2.37, Synergy_HSA=1.77. Cell line: ACHN. (2) Drug 1: C1=NC(=NC(=O)N1C2C(C(C(O2)CO)O)O)N. Drug 2: C1CCC(C(C1)N)N.C(=O)(C(=O)[O-])[O-].[Pt+4]. Cell line: T-47D. Synergy scores: CSS=15.3, Synergy_ZIP=-10.2, Synergy_Bliss=-2.42, Synergy_Loewe=-1.07, Synergy_HSA=0.113.